From a dataset of HIV replication inhibition screening data with 41,000+ compounds from the AIDS Antiviral Screen. Binary Classification. Given a drug SMILES string, predict its activity (active/inactive) in a high-throughput screening assay against a specified biological target. The molecule is C=CC1=C(C)C2=[N+]3C1=Cc1c(C)c(C=C)c4n1[Fe-2]31n3c(c(C)c(CCC(=O)O)c3=CC3=[N+]1C(=C4)C(C)=C3CCC(=O)O)=C2. The result is 0 (inactive).